This data is from Reaction yield outcomes from USPTO patents with 853,638 reactions. The task is: Predict the reaction yield, written as a fraction of the theoretical maximum amount of product (1.0 means a 100% yield; for example, 0.34 means a 34% yield). (1) The yield is 0.250. The product is [NH2:31][C:30]1[S:29][C:28]([C:39]2[C:40]([F:46])=[CH:41][CH:42]=[CH:43][C:44]=2[F:45])=[N:27][C:26]=1[C:24]([NH:23][C:18]1[CH:19]=[N:20][N:21]([CH3:22])[C:17]=1[N:6]1[CH2:7][CH2:8][CH:9]([NH2:10])[C:3]([F:2])([F:47])[CH2:4][CH2:5]1)=[O:25]. The reactants are Cl.[F:2][C:3]1([F:47])[CH:9]([NH:10]C(=O)C(F)(F)F)[CH2:8][CH2:7][N:6]([C:17]2[N:21]([CH3:22])[N:20]=[CH:19][C:18]=2[NH:23][C:24]([C:26]2[N:27]=[C:28]([C:39]3[C:44]([F:45])=[CH:43][CH:42]=[CH:41][C:40]=3[F:46])[S:29][C:30]=2[NH:31]C(=O)OC(C)(C)C)=[O:25])[CH2:5][CH2:4]1.C([O-])([O-])=O.[K+].[K+]. The catalyst is O1CCOCC1.CO. (2) The reactants are [CH3:1][O:2][C:3]1[CH:4]=[CH:5][C:6]2[C:10]([C:11]([C:13]3[CH:18]=[CH:17][C:16]([O:19]C)=[CH:15][CH:14]=3)=[O:12])=[C:9]([C:21]3[CH:26]=[CH:25][C:24]([O:27][CH3:28])=[CH:23][CH:22]=3)[S:8][C:7]=2[CH:29]=1.C([S-])C.[Na+].O. The catalyst is CN(C)C=O. The product is [OH:19][C:16]1[CH:17]=[CH:18][C:13]([C:11]([C:10]2[C:6]3[CH:5]=[CH:4][C:3]([O:2][CH3:1])=[CH:29][C:7]=3[S:8][C:9]=2[C:21]2[CH:26]=[CH:25][C:24]([O:27][CH3:28])=[CH:23][CH:22]=2)=[O:12])=[CH:14][CH:15]=1. The yield is 0.816. (3) The reactants are [C:1]([O:4][C:5]1[CH:10]=[CH:9][C:8]([S:11](Cl)(=[O:13])=[O:12])=[CH:7][CH:6]=1)(=[O:3])[CH3:2].[CH3:15][O:16][C:17]1[CH:22]=[CH:21][CH:20]=[CH:19][C:18]=1[CH2:23][NH2:24].C(N(CC)CC)C. The catalyst is ClCCl. The product is [C:1]([O:4][C:5]1[CH:10]=[CH:9][C:8]([S:11](=[O:13])(=[O:12])[NH:24][CH2:23][C:18]2[CH:19]=[CH:20][CH:21]=[CH:22][C:17]=2[O:16][CH3:15])=[CH:7][CH:6]=1)(=[O:3])[CH3:2]. The yield is 0.890. (4) The reactants are C(O)(=O)C.[CH3:5][C:6]1[N:11]=[C:10]([C:12](=O)[CH2:13][C:14]2[CH:15]=[C:16]3[C:21](=[CH:22][CH:23]=2)[N:20]=[CH:19][CH:18]=[N:17]3)[CH:9]=[CH:8][N:7]=1.C[N:26]([CH:28](OC)OC)C.O.[NH2:34]N. The catalyst is CN(C=O)C. The product is [CH3:5][C:6]1[N:11]=[C:10]([C:12]2[C:13]([C:14]3[CH:15]=[C:16]4[C:21](=[CH:22][CH:23]=3)[N:20]=[CH:19][CH:18]=[N:17]4)=[CH:28][NH:26][N:34]=2)[CH:9]=[CH:8][N:7]=1. The yield is 0.790.